From a dataset of NCI-60 drug combinations with 297,098 pairs across 59 cell lines. Regression. Given two drug SMILES strings and cell line genomic features, predict the synergy score measuring deviation from expected non-interaction effect. (1) Drug 1: C1=CC(=CC=C1CCC2=CNC3=C2C(=O)NC(=N3)N)C(=O)NC(CCC(=O)O)C(=O)O. Drug 2: CC1=C(C=C(C=C1)NC(=O)C2=CC=C(C=C2)CN3CCN(CC3)C)NC4=NC=CC(=N4)C5=CN=CC=C5. Cell line: M14. Synergy scores: CSS=18.9, Synergy_ZIP=1.33, Synergy_Bliss=-1.23, Synergy_Loewe=-18.7, Synergy_HSA=-4.05. (2) Drug 1: CS(=O)(=O)C1=CC(=C(C=C1)C(=O)NC2=CC(=C(C=C2)Cl)C3=CC=CC=N3)Cl. Drug 2: CCN(CC)CCCC(C)NC1=C2C=C(C=CC2=NC3=C1C=CC(=C3)Cl)OC. Cell line: K-562. Synergy scores: CSS=66.5, Synergy_ZIP=3.44, Synergy_Bliss=2.29, Synergy_Loewe=-10.2, Synergy_HSA=3.60. (3) Drug 1: C1=NC2=C(N=C(N=C2N1C3C(C(C(O3)CO)O)F)Cl)N. Drug 2: CC1CCC2CC(C(=CC=CC=CC(CC(C(=O)C(C(C(=CC(C(=O)CC(OC(=O)C3CCCCN3C(=O)C(=O)C1(O2)O)C(C)CC4CCC(C(C4)OC)O)C)C)O)OC)C)C)C)OC. Cell line: HS 578T. Synergy scores: CSS=16.6, Synergy_ZIP=2.32, Synergy_Bliss=1.43, Synergy_Loewe=7.91, Synergy_HSA=5.75. (4) Drug 1: C1=C(C(=O)NC(=O)N1)N(CCCl)CCCl. Drug 2: C1C(C(OC1N2C=NC3=C(N=C(N=C32)Cl)N)CO)O. Cell line: MDA-MB-435. Synergy scores: CSS=2.21, Synergy_ZIP=-0.167, Synergy_Bliss=-0.784, Synergy_Loewe=-6.30, Synergy_HSA=-3.83. (5) Drug 1: C1=CC=C(C(=C1)C(C2=CC=C(C=C2)Cl)C(Cl)Cl)Cl. Drug 2: CC1CCCC2(C(O2)CC(NC(=O)CC(C(C(=O)C(C1O)C)(C)C)O)C(=CC3=CSC(=N3)C)C)C. Cell line: BT-549. Synergy scores: CSS=43.0, Synergy_ZIP=4.76, Synergy_Bliss=2.39, Synergy_Loewe=-29.5, Synergy_HSA=-0.667. (6) Drug 1: C1C(C(OC1N2C=C(C(=O)NC2=O)F)CO)O. Drug 2: CCCCCOC(=O)NC1=NC(=O)N(C=C1F)C2C(C(C(O2)C)O)O. Cell line: T-47D. Synergy scores: CSS=0.00550, Synergy_ZIP=-1.43, Synergy_Bliss=-4.18, Synergy_Loewe=-7.93, Synergy_HSA=-4.42. (7) Drug 1: CC1CCC2CC(C(=CC=CC=CC(CC(C(=O)C(C(C(=CC(C(=O)CC(OC(=O)C3CCCCN3C(=O)C(=O)C1(O2)O)C(C)CC4CCC(C(C4)OC)OCCO)C)C)O)OC)C)C)C)OC. Drug 2: C(CN)CNCCSP(=O)(O)O. Cell line: HT29. Synergy scores: CSS=12.4, Synergy_ZIP=-1.93, Synergy_Bliss=1.74, Synergy_Loewe=-19.9, Synergy_HSA=-0.559. (8) Drug 1: CC1=C(C(=O)C2=C(C1=O)N3CC4C(C3(C2COC(=O)N)OC)N4)N. Drug 2: C1CN(P(=O)(OC1)NCCCl)CCCl. Cell line: SF-268. Synergy scores: CSS=1.85, Synergy_ZIP=2.39, Synergy_Bliss=7.50, Synergy_Loewe=-19.2, Synergy_HSA=-2.64.